This data is from Full USPTO retrosynthesis dataset with 1.9M reactions from patents (1976-2016). The task is: Predict the reactants needed to synthesize the given product. (1) Given the product [Cl:1][C:2]1[CH:7]=[C:6]([N+:8]([O-:10])=[O:9])[CH:5]=[CH:4][C:3]=1[C:11]1[C:12](=[O:13])[N:14]([O:15][CH3:16])[C:18]2[N:19]=[C:20]([S:26][CH3:27])[N:21]=[CH:22][C:23]=2[CH:24]=1, predict the reactants needed to synthesize it. The reactants are: [Cl:1][C:2]1[CH:7]=[C:6]([N+:8]([O-:10])=[O:9])[CH:5]=[CH:4][C:3]=1[CH2:11][C:12]([NH:14][O:15][CH3:16])=[O:13].Cl[C:18]1[C:23]([CH:24]=O)=[CH:22][N:21]=[C:20]([S:26][CH3:27])[N:19]=1.C([O-])([O-])=O.[K+].[K+]. (2) The reactants are: [F:1][C:2]1[CH:7]=[CH:6][C:5]([C:8]2[O:32][C:11]3[CH:12]=[C:13]([C:20]4[N:21]([C:25]([O:27][C:28]([CH3:31])([CH3:30])[CH3:29])=[O:26])[CH:22]=[CH:23][CH:24]=4)[C:14]4[O:18][CH:17]([CH3:19])[CH2:16][C:15]=4[C:10]=3[C:9]=2[C:33]([NH:35][CH3:36])=[O:34])=[CH:4][CH:3]=1. Given the product [F:1][C:2]1[CH:7]=[CH:6][C:5]([C:8]2[O:32][C:11]3[CH:12]=[C:13]([CH:20]4[CH2:24][CH2:23][CH2:22][N:21]4[C:25]([O:27][C:28]([CH3:31])([CH3:29])[CH3:30])=[O:26])[C:14]4[O:18][CH:17]([CH3:19])[CH2:16][C:15]=4[C:10]=3[C:9]=2[C:33]([NH:35][CH3:36])=[O:34])=[CH:4][CH:3]=1, predict the reactants needed to synthesize it. (3) Given the product [NH2:20][C@@H:16]1[CH2:17][CH2:18][CH2:19][N:14]([C:7]2[N:6]([CH2:5][C:4]3[CH:28]=[C:29]([F:32])[CH:30]=[CH:31][C:3]=3[C:1]#[N:2])[C:11](=[O:12])[C:10]([CH3:13])=[N:9][N:8]=2)[CH2:15]1, predict the reactants needed to synthesize it. The reactants are: [C:1]([C:3]1[CH:31]=[CH:30][C:29]([F:32])=[CH:28][C:4]=1[CH2:5][N:6]1[C:11](=[O:12])[C:10]([CH3:13])=[N:9][N:8]=[C:7]1[N:14]1[CH2:19][CH2:18][CH2:17][C@@H:16]([NH:20]C(=O)OC(C)(C)C)[CH2:15]1)#[N:2].C(O)(C(F)(F)F)=O.C([O-])(O)=O.[Na+]. (4) Given the product [C:5]1([C@H:11]([CH3:20])[CH2:12][C:13]2[CH:18]=[CH:17][C:16]([I:21])=[CH:15][CH:14]=2)[CH:10]=[CH:9][CH:8]=[CH:7][CH:6]=1, predict the reactants needed to synthesize it. The reactants are: [Mg].C(Br)C.[C:5]1([C@H:11]([CH3:20])[CH2:12][C:13]2[CH:18]=[CH:17][C:16](Cl)=[CH:15][CH:14]=2)[CH:10]=[CH:9][CH:8]=[CH:7][CH:6]=1.[I:21]I.Cl. (5) Given the product [C:23]([NH:1][C:2]1[C:14]([F:15])=[C:13]2[C:5]([C:6]3[C:11]([CH2:16][CH2:17][CH2:18][CH3:19])([CH2:12]2)[CH2:10][CH2:9][C:8](=[O:20])[C:7]=3[Br:21])=[CH:4][C:3]=1[F:22])(=[O:24])[CH3:25], predict the reactants needed to synthesize it. The reactants are: [NH2:1][C:2]1[C:14]([F:15])=[C:13]2[C:5]([C:6]3[C:11]([CH2:16][CH2:17][CH2:18][CH3:19])([CH2:12]2)[CH2:10][CH2:9][C:8](=[O:20])[C:7]=3[Br:21])=[CH:4][C:3]=1[F:22].[C:23](Cl)([CH3:25])=[O:24].N1C=CC=CC=1.[OH-].[Na+].